This data is from NCI-60 drug combinations with 297,098 pairs across 59 cell lines. The task is: Regression. Given two drug SMILES strings and cell line genomic features, predict the synergy score measuring deviation from expected non-interaction effect. (1) Drug 1: COC1=CC(=CC(=C1O)OC)C2C3C(COC3=O)C(C4=CC5=C(C=C24)OCO5)OC6C(C(C7C(O6)COC(O7)C8=CC=CS8)O)O. Drug 2: C1=CC=C(C(=C1)C(C2=CC=C(C=C2)Cl)C(Cl)Cl)Cl. Cell line: SW-620. Synergy scores: CSS=47.3, Synergy_ZIP=7.73, Synergy_Bliss=7.21, Synergy_Loewe=-24.7, Synergy_HSA=7.73. (2) Drug 1: C1CCC(C1)C(CC#N)N2C=C(C=N2)C3=C4C=CNC4=NC=N3. Drug 2: C#CCC(CC1=CN=C2C(=N1)C(=NC(=N2)N)N)C3=CC=C(C=C3)C(=O)NC(CCC(=O)O)C(=O)O. Cell line: OVCAR-5. Synergy scores: CSS=-2.12, Synergy_ZIP=-0.236, Synergy_Bliss=-4.35, Synergy_Loewe=-8.35, Synergy_HSA=-8.27. (3) Drug 1: C1=NC2=C(N1)C(=S)N=CN2. Drug 2: CN(CCCl)CCCl.Cl. Cell line: RXF 393. Synergy scores: CSS=21.8, Synergy_ZIP=-11.1, Synergy_Bliss=-2.28, Synergy_Loewe=-6.53, Synergy_HSA=-1.11. (4) Drug 1: CC1=C2C(C(=O)C3(C(CC4C(C3C(C(C2(C)C)(CC1OC(=O)C(C(C5=CC=CC=C5)NC(=O)C6=CC=CC=C6)O)O)OC(=O)C7=CC=CC=C7)(CO4)OC(=O)C)O)C)OC(=O)C. Drug 2: C1CCC(C(C1)N)N.C(=O)(C(=O)[O-])[O-].[Pt+4]. Cell line: SK-MEL-28. Synergy scores: CSS=40.8, Synergy_ZIP=-3.62, Synergy_Bliss=-1.07, Synergy_Loewe=-12.0, Synergy_HSA=1.51. (5) Drug 1: CNC(=O)C1=CC=CC=C1SC2=CC3=C(C=C2)C(=NN3)C=CC4=CC=CC=N4. Drug 2: C1CCC(CC1)NC(=O)N(CCCl)N=O. Cell line: A498. Synergy scores: CSS=20.7, Synergy_ZIP=-0.226, Synergy_Bliss=6.13, Synergy_Loewe=4.86, Synergy_HSA=5.61. (6) Drug 1: CC1=C2C(C(=O)C3(C(CC4C(C3C(C(C2(C)C)(CC1OC(=O)C(C(C5=CC=CC=C5)NC(=O)OC(C)(C)C)O)O)OC(=O)C6=CC=CC=C6)(CO4)OC(=O)C)OC)C)OC. Drug 2: CNC(=O)C1=NC=CC(=C1)OC2=CC=C(C=C2)NC(=O)NC3=CC(=C(C=C3)Cl)C(F)(F)F. Cell line: T-47D. Synergy scores: CSS=48.7, Synergy_ZIP=-2.36, Synergy_Bliss=-3.18, Synergy_Loewe=-0.639, Synergy_HSA=1.95.